Dataset: Reaction yield outcomes from USPTO patents with 853,638 reactions. Task: Predict the reaction yield, written as a fraction of the theoretical maximum amount of product (1.0 means a 100% yield; for example, 0.34 means a 34% yield). (1) The reactants are C([O:8][C:9]1[CH:28]=[C:27]([CH2:29][CH3:30])[CH:26]=[CH:25][C:10]=1[O:11][C:12]1[CH:17]=[CH:16][C:15]([S:18]([NH:21][CH2:22][CH3:23])(=[O:20])=[O:19])=[CH:14][C:13]=1[F:24])C1C=CC=CC=1.O1CCCC1. The catalyst is C(O)C. The yield is 0.440. The product is [CH2:22]([NH:21][S:18]([C:15]1[CH:16]=[CH:17][C:12]([O:11][C:10]2[CH:25]=[CH:26][C:27]([CH2:29][CH3:30])=[CH:28][C:9]=2[OH:8])=[C:13]([F:24])[CH:14]=1)(=[O:19])=[O:20])[CH3:23]. (2) The reactants are [Si:1]([O:8][C:9]1[CH:14]=[CH:13][C:12]([C:15]2[N:16]=[C:17](/[CH:22]=[CH:23]/[C:24]3[CH:29]=[CH:28][CH:27]=[CH:26][CH:25]=3)[C:18]([NH2:21])=[N:19][CH:20]=2)=[CH:11][CH:10]=1)([C:4]([CH3:7])([CH3:6])[CH3:5])([CH3:3])[CH3:2].[Si:30]([O:37][C:38]1[CH:43]=[CH:42][C:41]([CH2:44][C:45](Cl)=[O:46])=[CH:40][CH:39]=1)([C:33]([CH3:36])([CH3:35])[CH3:34])([CH3:32])[CH3:31].O. The catalyst is CN(C)C1C=CN=CC=1.N1C=CC=CC=1. The product is [Si:30]([O:37][C:38]1[CH:39]=[CH:40][C:41]([CH2:44][C:45]([NH:21][C:18]2[C:17](/[CH:22]=[CH:23]/[C:24]3[CH:29]=[CH:28][CH:27]=[CH:26][CH:25]=3)=[N:16][C:15]([C:12]3[CH:11]=[CH:10][C:9]([O:8][Si:1]([C:4]([CH3:7])([CH3:5])[CH3:6])([CH3:2])[CH3:3])=[CH:14][CH:13]=3)=[CH:20][N:19]=2)=[O:46])=[CH:42][CH:43]=1)([C:33]([CH3:36])([CH3:35])[CH3:34])([CH3:32])[CH3:31]. The yield is 0.697. (3) The reactants are [CH3:1][N:2]([S:12]([C:15]1[CH:20]=[CH:19][C:18]([O:21][CH2:22][C:23]2[C:32]3[C:27](=[CH:28][CH:29]=[CH:30][CH:31]=3)[N:26]=[C:25]([CH3:33])[CH:24]=2)=[CH:17][CH:16]=1)(=[O:14])=[O:13])[CH:3]1[CH2:8][CH2:7][O:6][CH2:5][CH:4]1[C:9]([OH:11])=O.[NH2:34][OH:35]. No catalyst specified. The product is [OH:35][NH:34][C:9]([C@H:4]1[C@H:3]([N:2]([CH3:1])[S:12]([C:15]2[CH:20]=[CH:19][C:18]([O:21][CH2:22][C:23]3[C:32]4[C:27](=[CH:28][CH:29]=[CH:30][CH:31]=4)[N:26]=[C:25]([CH3:33])[CH:24]=3)=[CH:17][CH:16]=2)(=[O:14])=[O:13])[CH2:8][CH2:7][O:6][CH2:5]1)=[O:11]. The yield is 0.400.